From a dataset of Catalyst prediction with 721,799 reactions and 888 catalyst types from USPTO. Predict which catalyst facilitates the given reaction. (1) Reactant: [CH2:1]([N:6]1[CH:10]=[CH:9][C:8]([N+:11]([O-])=O)=[N:7]1)[CH2:2][CH:3]([CH3:5])[CH3:4].N#N. Product: [CH2:1]([N:6]1[CH:10]=[CH:9][C:8]([NH2:11])=[N:7]1)[CH2:2][CH:3]([CH3:5])[CH3:4]. The catalyst class is: 8. (2) Reactant: C([O:3][C:4](=O)[CH2:5][C:6]([C@H:8]1[CH2:13][CH2:12][N:11]([C:14]([O:16][CH3:17])=[O:15])[C@@H:10]([C:18]2[CH:19]=[N:20][C:21]([C:24]([F:27])([F:26])[F:25])=[CH:22][CH:23]=2)[CH2:9]1)=[O:7])C.[OH-].[Na+].[NH2:31]O.Cl. Product: [O:3]=[C:4]1[CH:5]=[C:6]([C@H:8]2[CH2:13][CH2:12][N:11]([C:14]([O:16][CH3:17])=[O:15])[C@@H:10]([C:18]3[CH:19]=[N:20][C:21]([C:24]([F:27])([F:26])[F:25])=[CH:22][CH:23]=3)[CH2:9]2)[O:7][NH:31]1. The catalyst class is: 5. (3) Reactant: C([O:4][CH2:5][CH2:6][C:7]1[CH:12]=[C:11]([F:13])[C:10]([N:14]2[C:19]([NH2:20])=[C:18]([C:21](=[O:30])[C:22]3[CH:27]=[CH:26][C:25]([F:28])=[CH:24][C:23]=3[F:29])[CH:17]=[CH:16][C:15]2=[O:31])=[C:9]([F:32])[CH:8]=1)(=O)C. Product: [NH2:20][C:19]1[N:14]([C:10]2[C:9]([F:32])=[CH:8][C:7]([CH2:6][CH2:5][OH:4])=[CH:12][C:11]=2[F:13])[C:15](=[O:31])[CH:16]=[CH:17][C:18]=1[C:21](=[O:30])[C:22]1[CH:27]=[CH:26][C:25]([F:28])=[CH:24][C:23]=1[F:29]. The catalyst class is: 33. (4) The catalyst class is: 4. Reactant: [Br:1][C:2]1[CH:10]=[CH:9][CH:8]=[C:7]2[C:3]=1[C:4](O)([C:13]1[C:22]([OH:23])=[CH:21][C:16]3[O:17][CH2:18][CH2:19][O:20][C:15]=3[CH:14]=1)[C:5](=[O:12])[N:6]2[CH3:11].C([SiH](CC)CC)C.FC(F)(F)C(O)=O. Product: [Br:1][C:2]1[CH:10]=[CH:9][CH:8]=[C:7]2[C:3]=1[CH:4]([C:13]1[C:22]([OH:23])=[CH:21][C:16]3[O:17][CH2:18][CH2:19][O:20][C:15]=3[CH:14]=1)[C:5](=[O:12])[N:6]2[CH3:11]. (5) Reactant: [NH2:1][C@H:2]1[CH2:7][CH2:6][C@H:5]([N:8]2[C:12]3=[N:13][CH:14]=[CH:15][N:16]=[C:11]3[N:10]([CH:17]3[CH2:19][CH2:18]3)[C:9]2=[O:20])[CH2:4][CH2:3]1.Cl[C:22]1[CH:31]=[CH:30][C:29]2[C:24](=[CH:25][CH:26]=[CH:27][N:28]=2)[N:23]=1.C(N(C(C)C)CC)(C)C. Product: [N:23]1[C:24]2[C:29](=[N:28][CH:27]=[CH:26][CH:25]=2)[CH:30]=[CH:31][C:22]=1[NH:1][C@H:2]1[CH2:7][CH2:6][C@H:5]([N:8]2[C:12]3=[N:13][CH:14]=[CH:15][N:16]=[C:11]3[N:10]([CH:17]3[CH2:19][CH2:18]3)[C:9]2=[O:20])[CH2:4][CH2:3]1. The catalyst class is: 16.